Task: Regression. Given a peptide amino acid sequence and an MHC pseudo amino acid sequence, predict their binding affinity value. This is MHC class I binding data.. Dataset: Peptide-MHC class I binding affinity with 185,985 pairs from IEDB/IMGT (1) The peptide sequence is GTAKAAAEADL. The MHC is Mamu-A01 with pseudo-sequence Mamu-A01. The binding affinity (normalized) is 0. (2) The binding affinity (normalized) is 0.0847. The peptide sequence is AIAPTRAVL. The MHC is HLA-B51:01 with pseudo-sequence HLA-B51:01.